Predict the product of the given reaction. From a dataset of Forward reaction prediction with 1.9M reactions from USPTO patents (1976-2016). (1) Given the reactants [Cl:1][C:2]1[CH:7]=[CH:6][C:5]([OH:8])=[CH:4][C:3]=1[C:9]1[C:18]2[C:13](=[C:14]([Cl:19])[CH:15]=[CH:16][CH:17]=2)[N:12]=[CH:11][N:10]=1.Br[C:21]1[CH:22]=[C:23]([S:27]([N:30]([CH2:32][C:33]2[CH:38]=[CH:37][C:36]([O:39][CH3:40])=[CH:35][CH:34]=2)[CH3:31])(=[O:29])=[O:28])[CH:24]=[CH:25][CH:26]=1.N(CC(O)=O)(C)C.Cl.C(=O)([O-])[O-].[Cs+].[Cs+], predict the reaction product. The product is: [Cl:1][C:2]1[CH:7]=[CH:6][C:5]([O:8][C:21]2[CH:22]=[C:23]([S:27]([N:30]([CH2:32][C:33]3[CH:34]=[CH:35][C:36]([O:39][CH3:40])=[CH:37][CH:38]=3)[CH3:31])(=[O:29])=[O:28])[CH:24]=[CH:25][CH:26]=2)=[CH:4][C:3]=1[C:9]1[C:18]2[C:13](=[C:14]([Cl:19])[CH:15]=[CH:16][CH:17]=2)[N:12]=[CH:11][N:10]=1. (2) Given the reactants [C:1]([C:3]1[CH:4]=[N:5][CH:6]=[CH:7][CH:8]=1)#[N:2].[Cl-].[NH4+].[N-:11]=[N+:12]=[N-:13].[Na+], predict the reaction product. The product is: [NH:11]1[C:1]([C:3]2[CH:4]=[N:5][CH:6]=[CH:7][CH:8]=2)=[N:2][N:13]=[N:12]1. (3) Given the reactants [C:1]([C:3]1[C:8](F)=[CH:7][C:6]([F:10])=[CH:5][N:4]=1)#[N:2].Cl.[F:12][CH2:13][CH2:14][NH2:15].C(=O)([O-])[O-].[K+].[K+].C(N(CC)CC)C, predict the reaction product. The product is: [C:1]([C:3]1[C:8]([NH:15][CH2:14][CH2:13][F:12])=[CH:7][C:6]([F:10])=[CH:5][N:4]=1)#[N:2].